Dataset: Full USPTO retrosynthesis dataset with 1.9M reactions from patents (1976-2016). Task: Predict the reactants needed to synthesize the given product. (1) Given the product [CH3:16][C:17]1([OH:21])[CH2:20][N:19]([CH2:10][C:7]2[CH:6]=[CH:5][C:4]([N+:1]([O-:3])=[O:2])=[CH:9][N:8]=2)[CH2:18]1, predict the reactants needed to synthesize it. The reactants are: [N+:1]([C:4]1[CH:5]=[CH:6][C:7]([CH2:10]OS(C)(=O)=O)=[N:8][CH:9]=1)([O-:3])=[O:2].[CH3:16][C:17]1([OH:21])[CH2:20][NH:19][CH2:18]1.C(N(CC)CC)C. (2) Given the product [C:25]([NH:29][S:30]([C:33]1[S:34][C:35]([C:2]2[N:7]=[C:6]([C:8]3[CH:13]=[C:12]([C:14]4[CH:19]=[CH:18][C:17]([C:20]([F:22])([F:23])[F:21])=[CH:16][CH:15]=4)[CH:11]=[C:10]([CH3:24])[N:9]=3)[CH:5]=[CH:4][CH:3]=2)=[CH:36][CH:37]=1)(=[O:31])=[O:32])([CH3:26])([CH3:27])[CH3:28], predict the reactants needed to synthesize it. The reactants are: Br[C:2]1[N:7]=[C:6]([C:8]2[CH:13]=[C:12]([C:14]3[CH:19]=[CH:18][C:17]([C:20]([F:23])([F:22])[F:21])=[CH:16][CH:15]=3)[CH:11]=[C:10]([CH3:24])[N:9]=2)[CH:5]=[CH:4][CH:3]=1.[C:25]([NH:29][S:30]([C:33]1[S:34][C:35](B2OC(C)(C)C(C)(C)O2)=[CH:36][CH:37]=1)(=[O:32])=[O:31])([CH3:28])([CH3:27])[CH3:26]. (3) Given the product [CH2:1]([NH:3][C:4](=[O:39])[NH:5][C:6]1[CH:7]=[CH:8][C:9]([C:12]2[N:13]=[C:14]([N:33]3[CH2:34][CH2:35][O:36][CH2:37][CH2:38]3)[C:15]3[CH2:21][CH2:20][N:19]([C:22]4[N:27]=[C:26]([C:28]([OH:30])=[O:29])[CH:25]=[C:24]([CH3:32])[N:23]=4)[CH2:18][C:16]=3[N:17]=2)=[CH:10][CH:11]=1)[CH3:2], predict the reactants needed to synthesize it. The reactants are: [CH2:1]([NH:3][C:4](=[O:39])[NH:5][C:6]1[CH:11]=[CH:10][C:9]([C:12]2[N:13]=[C:14]([N:33]3[CH2:38][CH2:37][O:36][CH2:35][CH2:34]3)[C:15]3[CH2:21][CH2:20][N:19]([C:22]4[N:27]=[C:26]([C:28]([O:30]C)=[O:29])[CH:25]=[C:24]([CH3:32])[N:23]=4)[CH2:18][C:16]=3[N:17]=2)=[CH:8][CH:7]=1)[CH3:2].[OH-].[Na+].Cl. (4) The reactants are: [N+:1]([C:4]1[CH:10]=[CH:9][CH:8]=[C:7]([C:11]2[CH:16]=[CH:15][CH:14]=[CH:13][N:12]=2)[C:5]=1[NH2:6])([O-])=O. Given the product [N:12]1[CH:13]=[CH:14][CH:15]=[CH:16][C:11]=1[C:7]1[CH:8]=[CH:9][CH:10]=[C:4]([NH2:1])[C:5]=1[NH2:6], predict the reactants needed to synthesize it. (5) Given the product [C:1]([C:3]1[CH:4]=[C:5]([C@H:10]([NH:14][S:15]([C:17]([CH3:20])([CH3:19])[CH3:18])(=[O:16])=[O:32])[CH2:11][CH:12]2[CH2:35][O:38]2)[CH:6]=[C:7]([F:9])[CH:8]=1)#[N:2], predict the reactants needed to synthesize it. The reactants are: [C:1]([C:3]1[CH:4]=[C:5]([C@H:10]([NH:14][S@@:15]([C:17]([CH3:20])([CH3:19])[CH3:18])=[O:16])[CH2:11][CH:12]=C)[CH:6]=[C:7]([F:9])[CH:8]=1)#[N:2].C(Cl)Cl.C1C=C(Cl)C=C(C(OO)=[O:32])C=1.[C:35]([O-:38])([O-])=O.[K+].[K+]. (6) Given the product [Br:8][C:5]1[CH:6]=[CH:7][C:2]([NH:1][S:23]([C:20]2[CH:19]=[CH:18][C:17]([C:16]([F:15])([F:27])[F:28])=[CH:22][CH:21]=2)(=[O:25])=[O:24])=[N:3][CH:4]=1, predict the reactants needed to synthesize it. The reactants are: [NH2:1][C:2]1[CH:7]=[CH:6][C:5]([Br:8])=[CH:4][N:3]=1.N1C=CC=CC=1.[F:15][C:16]([F:28])([F:27])[C:17]1[CH:22]=[CH:21][C:20]([S:23](Cl)(=[O:25])=[O:24])=[CH:19][CH:18]=1.